This data is from Forward reaction prediction with 1.9M reactions from USPTO patents (1976-2016). The task is: Predict the product of the given reaction. (1) Given the reactants [Cl:1][C:2]1[CH:7]=[C:6]([C:8]([F:11])([F:10])[F:9])[CH:5]=[CH:4][C:3]=1[N:12]([CH2:31][CH3:32])[C:13]1[N:14]=[C:15]([C:22]2[C:27]([O:28]C)=[CH:26][CH:25]=[CH:24][C:23]=2[F:30])[C:16]2[NH:21][N:20]=[CH:19][C:17]=2[N:18]=1.BrB(Br)Br.ClCCl.O, predict the reaction product. The product is: [Cl:1][C:2]1[CH:7]=[C:6]([C:8]([F:9])([F:10])[F:11])[CH:5]=[CH:4][C:3]=1[N:12]([CH2:31][CH3:32])[C:13]1[N:14]=[C:15]([C:22]2[C:23]([F:30])=[CH:24][CH:25]=[CH:26][C:27]=2[OH:28])[C:16]2[NH:21][N:20]=[CH:19][C:17]=2[N:18]=1. (2) Given the reactants [O:1]1[CH:5]=[C:4]([C:6]([OH:8])=O)[N:3]=[CH:2]1.C(N(CC)C(C)C)(C)C.F[P-](F)(F)(F)(F)F.C[N+](C)=C(N(C)C)ON1C2N=CC=CC=2N=N1.[Cl:42][C:43]1[CH:44]=[C:45]([CH:47]=[CH:48][C:49]=1[F:50])[NH2:46].C([O-])(O)=O.[Na+], predict the reaction product. The product is: [Cl:42][C:43]1[CH:44]=[C:45]([NH:46][C:6]([C:4]2[N:3]=[CH:2][O:1][CH:5]=2)=[O:8])[CH:47]=[CH:48][C:49]=1[F:50]. (3) Given the reactants [NH2:1][CH2:2][C:3]1[C:4]([CH3:26])=[C:5]([C:10]2[NH:11][C:12](=[O:25])[N:13]([C:15]3[CH:20]=[CH:19][C:18]([C:21]([F:24])([F:23])[F:22])=[CH:17][CH:16]=3)[N:14]=2)[C:6]([CH3:9])=[CH:7][CH:8]=1.[C:27](Cl)(=[O:32])[C:28]([CH3:31])([CH3:30])[CH3:29], predict the reaction product. The product is: [F:22][C:21]([F:23])([F:24])[C:18]1[CH:19]=[CH:20][C:15]([N:13]2[C:12](=[O:25])[NH:11][C:10]([C:5]3[C:4]([CH3:26])=[C:3]([CH:8]=[CH:7][C:6]=3[CH3:9])[CH2:2][NH:1][C:27](=[O:32])[C:28]([CH3:31])([CH3:30])[CH3:29])=[N:14]2)=[CH:16][CH:17]=1. (4) Given the reactants [CH2:1]([C@@H:5]1[N:10]([C:11](=[O:25])[C:12]2[CH:17]=CC(OC3C=CC=CC=3)=C[CH:13]=2)[CH2:9][C@H:8]([CH2:26][CH:27]([CH3:29])[CH3:28])[NH:7][C:6]1=[O:30])[CH:2]([CH3:4])[CH3:3].C([C@@H]1NC[C@H](CC(C)C)NC1=O)C(C)C.[F:46][C:47]1[CH:52]=[CH:51][C:50]([N:53]2C=C(C(O)=O)C=[N:54]2)=[CH:49][CH:48]=1, predict the reaction product. The product is: [F:46][C:47]1[CH:52]=[CH:51][C:50]([N:53]2[CH:13]=[C:12]([C:11]([N:10]3[CH2:9][C@H:8]([CH2:26][CH:27]([CH3:28])[CH3:29])[NH:7][C:6](=[O:30])[C@@H:5]3[CH2:1][CH:2]([CH3:3])[CH3:4])=[O:25])[CH:17]=[N:54]2)=[CH:49][CH:48]=1.